From a dataset of Full USPTO retrosynthesis dataset with 1.9M reactions from patents (1976-2016). Predict the reactants needed to synthesize the given product. Given the product [CH2:18]([O:17][C:15](=[O:16])[C:14]([NH:3][NH:2][C:1]([O:5][CH2:6][C:7]1[CH:12]=[CH:11][CH:10]=[CH:9][CH:8]=1)=[O:4])([CH3:21])[CH3:20])[CH3:19], predict the reactants needed to synthesize it. The reactants are: [C:1]([O:5][CH2:6][C:7]1[CH:12]=[CH:11][CH:10]=[CH:9][CH:8]=1)(=[O:4])[NH:2][NH2:3].Br[C:14]([CH3:21])([CH3:20])[C:15]([O:17][CH2:18][CH3:19])=[O:16].N1C=CC=CC=1.II.